This data is from Forward reaction prediction with 1.9M reactions from USPTO patents (1976-2016). The task is: Predict the product of the given reaction. (1) The product is: [F:1][C:2]1[CH:7]=[CH:6][C:5]([CH:8]2[C:17]([CH3:19])([CH3:18])[CH2:16][C:15]3[C:10](=[CH:11][CH:12]=[C:13]([C:20]([OH:22])=[O:21])[CH:14]=3)[NH:9]2)=[CH:4][C:3]=1[NH:24][C:25](=[O:32])[C:26]1[CH:31]=[CH:30][CH:29]=[CH:28][N:27]=1. Given the reactants [F:1][C:2]1[CH:7]=[CH:6][C:5]([CH:8]2[C:17]([CH3:19])([CH3:18])[CH2:16][C:15]3[C:10](=[CH:11][CH:12]=[C:13]([C:20]([O:22]C)=[O:21])[CH:14]=3)[NH:9]2)=[CH:4][C:3]=1[NH:24][C:25](=[O:32])[C:26]1[CH:31]=[CH:30][CH:29]=[CH:28][N:27]=1.[OH-].[Na+], predict the reaction product. (2) Given the reactants [CH2:1]([N:4]([CH2:24][CH2:25][CH3:26])[C:5]([C:7]1[CH:8]=[C:9]([C:21]([OH:23])=O)[CH:10]=[C:11]([C:13]2[CH:18]=[CH:17][C:16]([O:19][CH3:20])=[CH:15][CH:14]=2)[CH:12]=1)=[O:6])[CH2:2][CH3:3].FC(F)(F)C(O)=O.[NH2:34][C@@H:35]([CH2:49][C:50]1[CH:55]=[C:54](F)[CH:53]=[C:52](F)[CH:51]=1)[C@H:36]([OH:48])[CH2:37][NH:38][CH2:39][C:40]1[CH:45]=[CH:44][CH:43]=[C:42]([O:46][CH3:47])[CH:41]=1.C1C=CC2N(O)N=NC=2C=1.CN1CCOCC1.C(Cl)C[Cl:77], predict the reaction product. The product is: [ClH:77].[CH2:49]([C@H:35]([NH:34][C:21]([C:9]1[CH:10]=[C:11]([C:13]2[CH:14]=[CH:15][C:16]([O:19][CH3:20])=[CH:17][CH:18]=2)[CH:12]=[C:7]([C:5]([N:4]([CH2:24][CH2:25][CH3:26])[CH2:1][CH2:2][CH3:3])=[O:6])[CH:8]=1)=[O:23])[C@H:36]([OH:48])[CH2:37][NH:38][CH2:39][C:40]1[CH:45]=[CH:44][CH:43]=[C:42]([O:46][CH3:47])[CH:41]=1)[C:50]1[CH:55]=[CH:54][CH:53]=[CH:52][CH:51]=1. (3) Given the reactants [Cl:1][C:2]1[CH:3]=[CH:4][C:5]([O:15][CH2:16][C:17]([N:19]2[CH2:24][C@H:23]([CH3:25])[N:22]([CH2:26][C:27]3[CH:32]=[CH:31][C:30]([F:33])=[CH:29][CH:28]=3)[CH2:21][C@H:20]2[CH3:34])=[O:18])=[C:6]([CH:8]([OH:14])[CH2:9][CH2:10][C:11](O)=[O:12])[CH:7]=1.C1(C)C=CC(S(O)(=O)=O)=CC=1, predict the reaction product. The product is: [Cl:1][C:2]1[CH:3]=[CH:4][C:5]([O:15][CH2:16][C:17]([N:19]2[CH2:24][C@H:23]([CH3:25])[N:22]([CH2:26][C:27]3[CH:32]=[CH:31][C:30]([F:33])=[CH:29][CH:28]=3)[CH2:21][C@H:20]2[CH3:34])=[O:18])=[C:6]([CH:8]2[O:14][C:11](=[O:12])[CH2:10][CH2:9]2)[CH:7]=1. (4) Given the reactants [F:1][C:2]1[N:6]2[CH:7]=[CH:8][N:9]=[CH:10][C:5]2=[N:4][C:3]=1[C:11]([F:14])([F:13])[F:12].C([BH3-])#N.[Na+].C(O)(=O)C, predict the reaction product. The product is: [F:1][C:2]1[N:6]2[CH2:7][CH2:8][NH:9][CH2:10][C:5]2=[N:4][C:3]=1[C:11]([F:12])([F:14])[F:13]. (5) The product is: [C:22]([C:2]1[C:10]2[C:5](=[N:6][N:7]=[CH:8][CH:9]=2)[N:4]([CH2:11][C:12]([OH:14])=[O:13])[N:3]=1)(=[O:23])[NH2:20]. Given the reactants I[C:2]1[C:10]2[C:5](=[N:6][N:7]=[CH:8][CH:9]=2)[N:4]([CH2:11][C:12]([O:14]C)=[O:13])[N:3]=1.C(Cl)Cl.C[N:20]([CH:22]=[O:23])C, predict the reaction product. (6) Given the reactants [C:1]([C:3]1[N:8]=[C:7]([CH2:9][OH:10])[CH:6]=[CH:5][CH:4]=1)#[CH:2].[NH:11]1[CH2:16][CH2:15][O:14][CH2:13][CH2:12]1, predict the reaction product. The product is: [N:11]1([CH2:2][CH2:1][C:3]2[N:8]=[C:7]([CH2:9][OH:10])[CH:6]=[CH:5][CH:4]=2)[CH2:16][CH2:15][O:14][CH2:13][CH2:12]1. (7) Given the reactants [N+:1]([C:4]1[CH:13]=[CH:12][CH:11]=[CH:10][C:5]=1[CH2:6][CH2:7][CH:8]=O)([O-])=O.CCCN1[C@@H]2CCC3C=CC(O)=CC=3[C@H]2[O:20]CC1.C(OCC)C, predict the reaction product. The product is: [NH:1]1[C:4]2[C:5](=[CH:10][CH:11]=[CH:12][CH:13]=2)[CH2:6][C@@H:7]([OH:20])[CH2:8]1.